The task is: Predict which catalyst facilitates the given reaction.. This data is from Catalyst prediction with 721,799 reactions and 888 catalyst types from USPTO. (1) Reactant: [H-].[Al+3].[Li+].[H-].[H-].[H-].[OH:7][CH2:8][C@@H:9]([N:11]1[C:15](=O)[CH2:14][C@@H:13]([CH3:17])[C:12]1=O)[CH3:10].[OH-].[Na+].O. Product: [CH3:17][C@@H:13]1[CH2:14][CH2:15][N:11]([C@@H:9]([CH3:10])[CH2:8][OH:7])[CH2:12]1. The catalyst class is: 798. (2) Reactant: [I-].[CH3:2][S+](C)(C)=O.[H-].[Na+].[Cl:9][C:10]1[N:15]=[CH:14][N:13]=[C:12]([N:16]2[CH2:21][CH2:20][C:19](=[O:22])[CH2:18][CH2:17]2)[CH:11]=1. Product: [Cl:9][C:10]1[N:15]=[CH:14][N:13]=[C:12]([N:16]2[CH2:17][CH2:18][C:19]3([O:22][CH2:2]3)[CH2:20][CH2:21]2)[CH:11]=1. The catalyst class is: 16. (3) Reactant: [CH3:1][S:2](Cl)(=[O:4])=[O:3].[N+:6]([C:9]1[CH:10]=[C:11]([CH:15]([OH:29])[CH2:16][CH2:17][CH:18]([C:20]2[CH:25]=[CH:24][CH:23]=[C:22]([N+:26]([O-:28])=[O:27])[CH:21]=2)[OH:19])[CH:12]=[CH:13][CH:14]=1)([O-:8])=[O:7].C(N(CC)CC)C. Product: [CH3:1][S:2]([O:19][CH:18]([C:20]1[CH:25]=[CH:24][CH:23]=[C:22]([N+:26]([O-:28])=[O:27])[CH:21]=1)[CH2:17][CH2:16][CH:15]([O:29][S:2]([CH3:1])(=[O:4])=[O:3])[C:11]1[CH:12]=[CH:13][CH:14]=[C:9]([N+:6]([O-:8])=[O:7])[CH:10]=1)(=[O:4])=[O:3]. The catalyst class is: 1. (4) Reactant: C([N:8]1[CH2:13][CH2:12][O:11][C@H:10]([CH2:14][C:15]2[CH:20]=[CH:19][C:18]([OH:21])=[C:17]([Cl:22])[CH:16]=2)[CH2:9]1)(OC(C)(C)C)=O.C(=O)([O-])[O-].[K+].[K+].Br[CH2:30][CH2:31][O:32][CH3:33].C1(S)C=CC=CC=1.C(=O)([O-])[O-].C(N(C(C)C)CC)(C)C. Product: [Cl:22][C:17]1[CH:16]=[C:15]([CH:20]=[CH:19][C:18]=1[O:21][CH2:30][CH2:31][O:32][CH3:33])[CH2:14][C@H:10]1[O:11][CH2:12][CH2:13][NH:8][CH2:9]1. The catalyst class is: 21. (5) Reactant: B(Br)(Br)Br.[CH2:5]([C:7]1[C:29]([F:30])=[CH:28][C:10]([O:11][C:12]2[CH:26]=[CH:25][C:15]([C:16]([N:18]3[CH2:23][CH2:22][NH:21][C:20](=[O:24])[CH2:19]3)=[O:17])=[CH:14][C:13]=2[F:27])=[C:9]([O:31]C)[CH:8]=1)[CH3:6].O. Product: [CH2:5]([C:7]1[C:29]([F:30])=[CH:28][C:10]([O:11][C:12]2[CH:26]=[CH:25][C:15]([C:16]([N:18]3[CH2:23][CH2:22][NH:21][C:20](=[O:24])[CH2:19]3)=[O:17])=[CH:14][C:13]=2[F:27])=[C:9]([OH:31])[CH:8]=1)[CH3:6]. The catalyst class is: 4. (6) Reactant: [CH:1]12[CH2:7][CH:4]([CH2:5][CH2:6]1)[CH2:3][CH:2]2[CH2:8][CH:9]([N:13]1[CH2:17][C:16]([O:18][C:19]2[C:24]([F:25])=[CH:23][CH:22]=[CH:21][C:20]=2[F:26])=[CH:15][C:14]1=[O:27])[C:10]([OH:12])=O.[CH3:28]N(C)CCCN=C=NCC.ON1C2C=CC=CC=2N=N1.Cl.[OH:50][C@@H:51]([CH2:81]O)[CH2:52][N:53]1[CH:57]=[CH:56][C:55]([NH:58]C(=O)[C@@H](N2CC(OC3C=CC=C(Cl)C=3Cl)=CC2=O)CC(C)C)=[N:54]1. Product: [CH:1]12[CH2:7][CH:4]([CH2:5][CH2:6]1)[CH2:3][CH:2]2[CH2:8][CH:9]([N:13]1[CH2:17][C:16]([O:18][C:19]2[C:24]([F:25])=[CH:23][CH:22]=[CH:21][C:20]=2[F:26])=[CH:15][C:14]1=[O:27])[C:10]([NH:58][C:55]1[CH:56]=[CH:57][N:53]([CH2:52][C:51]([OH:50])([CH3:81])[CH3:28])[N:54]=1)=[O:12]. The catalyst class is: 4. (7) Reactant: [Al+3].[Cl-].[Cl-].[Cl-].[O:5]1[C:9]2[CH:10]=[CH:11][C:12]([C:14]([CH3:19])([CH3:18])[CH:15]=[N:16][OH:17])=[CH:13][C:8]=2[O:7]C1. Product: [OH:7][C:8]1[CH:13]=[C:12]([C:14]([CH3:19])([CH3:18])[CH:15]=[N:16][OH:17])[CH:11]=[CH:10][C:9]=1[OH:5]. The catalyst class is: 2.